Dataset: Forward reaction prediction with 1.9M reactions from USPTO patents (1976-2016). Task: Predict the product of the given reaction. (1) Given the reactants [Cl:1][C:2]1[N:7]=[C:6]([C:8]([OH:10])=[O:9])[CH:5]=[C:4]([C:11]2[N:12]([CH3:16])[N:13]=[CH:14][CH:15]=2)[N:3]=1.Cl.[CH2:18](O)[CH3:19], predict the reaction product. The product is: [Cl:1][C:2]1[N:7]=[C:6]([C:8]([O:10][CH2:18][CH3:19])=[O:9])[CH:5]=[C:4]([C:11]2[N:12]([CH3:16])[N:13]=[CH:14][CH:15]=2)[N:3]=1. (2) Given the reactants [CH3:1][CH:2]1[CH2:7][C:6](=[O:8])[CH:5]=[CH:4][N:3]1[C:9]([O:11][CH2:12][C:13]1[CH:18]=[CH:17][CH:16]=[CH:15][CH:14]=1)=[O:10].C([BH-](C(CC)C)C(CC)C)(CC)C.[Li+].[CH:33]1([C:37](Cl)=[O:38])[CH2:36][CH2:35][CH2:34]1, predict the reaction product. The product is: [CH:33]1([C:37]([CH:5]2[CH2:4][N:3]([C:9]([O:11][CH2:12][C:13]3[CH:18]=[CH:17][CH:16]=[CH:15][CH:14]=3)=[O:10])[CH:2]([CH3:1])[CH2:7][C:6]2=[O:8])=[O:38])[CH2:36][CH2:35][CH2:34]1. (3) Given the reactants [NH2:1][C:2]1[N:7]=[CH:6][C:5]([CH:8]2[CH2:13][CH2:12][S:11](=[O:15])(=[O:14])[CH2:10][CH2:9]2)=[CH:4][CH:3]=1.C1C(=O)N([Br:23])C(=O)C1, predict the reaction product. The product is: [NH2:1][C:2]1[N:7]=[CH:6][C:5]([CH:8]2[CH2:9][CH2:10][S:11](=[O:15])(=[O:14])[CH2:12][CH2:13]2)=[CH:4][C:3]=1[Br:23]. (4) Given the reactants [CH3:1][CH:2]([CH3:22])[CH2:3][CH:4]([C:16]1[CH:21]=[CH:20][CH:19]=[CH:18][CH:17]=1)[CH2:5][NH:6][C:7]([C:9]1[CH:14]=[CH:13][CH:12]=[C:11]([NH2:15])[N:10]=1)=[O:8].[Cl:23][CH2:24][C:25]([CH2:27]Cl)=O, predict the reaction product. The product is: [CH3:1][CH:2]([CH3:22])[CH2:3][CH:4]([C:16]1[CH:17]=[CH:18][CH:19]=[CH:20][CH:21]=1)[CH2:5][NH:6][C:7]([C:9]1[N:10]2[CH:27]=[C:25]([CH2:24][Cl:23])[N:15]=[C:11]2[CH:12]=[CH:13][CH:14]=1)=[O:8]. (5) Given the reactants [NH2:1][C:2]1[CH:7]=[C:6]([Cl:8])[CH:5]=[CH:4][C:3]=1[SH:9].Cl[CH2:11][C:12]1[N:17]=[CH:16][CH:15]=[CH:14][N:13]=1.C([O-])([O-])=O.[K+].[K+], predict the reaction product. The product is: [Cl:8][C:6]1[CH:5]=[CH:4][C:3]([S:9][CH2:11][C:12]2[N:17]=[CH:16][CH:15]=[CH:14][N:13]=2)=[C:2]([CH:7]=1)[NH2:1]. (6) The product is: [Cl:19][C:14]1[CH:15]=[CH:16][CH:17]=[CH:18][C:13]=1[S:10]([C@H:8]1[CH2:7][N:6]([C:20]2[N:24]([CH:25]3[CH2:30][CH2:29][S:28][CH2:27][CH2:26]3)[N:23]=[C:22]([CH3:31])[CH:21]=2)[C@H:5]([C:3]([OH:4])=[O:2])[CH2:9]1)(=[O:11])=[O:12]. Given the reactants C[O:2][C:3]([C@@H:5]1[CH2:9][C@@H:8]([S:10]([C:13]2[CH:18]=[CH:17][CH:16]=[CH:15][C:14]=2[Cl:19])(=[O:12])=[O:11])[CH2:7][N:6]1[C:20]1[N:24]([CH:25]2[CH2:30][CH2:29][S:28][CH2:27][CH2:26]2)[N:23]=[C:22]([CH3:31])[CH:21]=1)=[O:4].[OH-].[Li+], predict the reaction product. (7) Given the reactants Cl.[NH2:2][C@H:3]1[CH2:8][CH2:7][C@H:6]([CH:9]([OH:29])[C:10]2[S:14][CH:13]=[C:12]([C:15]([NH:17][CH2:18][C:19]3[C:20](=[O:27])[NH:21][C:22]([CH3:26])=[CH:23][C:24]=3[CH3:25])=[O:16])[C:11]=2[CH3:28])[CH2:5][CH2:4]1.C([O-])([O-])=O.[Na+].[Na+], predict the reaction product. The product is: [NH2:2][C@H:3]1[CH2:4][CH2:5][C@H:6]([CH:9]([OH:29])[C:10]2[S:14][CH:13]=[C:12]([C:15]([NH:17][CH2:18][C:19]3[C:20](=[O:27])[NH:21][C:22]([CH3:26])=[CH:23][C:24]=3[CH3:25])=[O:16])[C:11]=2[CH3:28])[CH2:7][CH2:8]1. (8) Given the reactants [Cl:1][C:2]1[CH:7]=[CH:6][N:5]=[C:4]2[N:8]([S:27]([C:30]3[CH:35]=[CH:34][C:33]([CH3:36])=[CH:32][CH:31]=3)(=[O:29])=[O:28])[C:9]([C:11]3[C:19]4[C:14](=[CH:15][C:16]([O:22][CH3:23])=[C:17]([O:20][CH3:21])[CH:18]=4)[N:13]([CH2:24][CH2:25]I)[CH:12]=3)=[CH:10][C:3]=12.C(=O)([O-])[O-].[K+].[K+].[CH3:43][N:44]1[CH2:49][CH2:48][NH:47][CH2:46][CH2:45]1.ClCCl.CO, predict the reaction product. The product is: [Cl:1][C:2]1[CH:7]=[CH:6][N:5]=[C:4]2[N:8]([S:27]([C:30]3[CH:35]=[CH:34][C:33]([CH3:36])=[CH:32][CH:31]=3)(=[O:29])=[O:28])[C:9]([C:11]3[C:19]4[C:14](=[CH:15][C:16]([O:22][CH3:23])=[C:17]([O:20][CH3:21])[CH:18]=4)[N:13]([CH2:24][CH2:25][N:47]4[CH2:48][CH2:49][N:44]([CH3:43])[CH2:45][CH2:46]4)[CH:12]=3)=[CH:10][C:3]=12. (9) Given the reactants [CH3:1][C:2]1[CH:7]=[CH:6][C:5]([NH2:8])=[C:4]([N+:9]([O-])=O)[CH:3]=1.C1C(=O)N([Br:19])C(=O)C1, predict the reaction product. The product is: [Br:19][C:7]1[CH:6]=[C:5]([NH2:8])[C:4]([NH2:9])=[CH:3][C:2]=1[CH3:1]. (10) Given the reactants [Br:1][CH2:2][CH2:3][CH2:4][CH2:5][C:6]([CH3:18])([C:12]1[CH:17]=[CH:16][CH:15]=[CH:14][CH:13]=1)[C:7](OCC)=[O:8].[Li+].[BH4-].CO, predict the reaction product. The product is: [Br:1][CH2:2][CH2:3][CH2:4][CH2:5][C:6]([CH3:18])([C:12]1[CH:13]=[CH:14][CH:15]=[CH:16][CH:17]=1)[CH2:7][OH:8].